This data is from Forward reaction prediction with 1.9M reactions from USPTO patents (1976-2016). The task is: Predict the product of the given reaction. (1) The product is: [Cl:12][C:7]1[CH:6]=[C:5]2[C:10]([N:11]=[C:2]([N:20]3[CH2:21][CH2:22][N:17]([CH3:16])[CH2:18][CH2:19]3)[C:3]3[N:4]2[CH2:13][CH2:14][N:15]=3)=[CH:9][CH:8]=1. Given the reactants Cl[C:2]1[C:3]2[N:4]([CH2:13][CH2:14][N:15]=2)[C:5]2[C:10]([N:11]=1)=[CH:9][CH:8]=[C:7]([Cl:12])[CH:6]=2.[CH3:16][N:17]1[CH2:22][CH2:21][NH:20][CH2:19][CH2:18]1, predict the reaction product. (2) Given the reactants [Cl:1][C:2]1[CH:10]=[C:9]2[C:5]([C@H:6]([C:12]3[CH:17]=[CH:16][CH:15]=[CH:14][CH:13]=3)[CH2:7][C@@H:8]2O)=[CH:4][CH:3]=1.S(Cl)([Cl:20])=O.O, predict the reaction product. The product is: [Cl:20][C@@H:8]1[C:9]2[C:5](=[CH:4][CH:3]=[C:2]([Cl:1])[CH:10]=2)[C@H:6]([C:12]2[CH:17]=[CH:16][CH:15]=[CH:14][CH:13]=2)[CH2:7]1. (3) Given the reactants [N:1]1[CH:6]=[CH:5][CH:4]=[C:3]([C:7]2[C:17]3[O:16][CH2:15][CH2:14][N:13](C(OC(C)(C)C)=O)[CH2:12][C:11]=3[CH:10]=[CH:9][CH:8]=2)[CH:2]=1.C(OCC)(=O)C.[ClH:31], predict the reaction product. The product is: [ClH:31].[ClH:31].[N:1]1[CH:6]=[CH:5][CH:4]=[C:3]([C:7]2[C:17]3[O:16][CH2:15][CH2:14][NH:13][CH2:12][C:11]=3[CH:10]=[CH:9][CH:8]=2)[CH:2]=1. (4) The product is: [CH:15]1([C:2]2[CH:3]=[N:4][N:5]([CH2:7][C:8]([O:10][C:11]([CH3:14])([CH3:13])[CH3:12])=[O:9])[CH:6]=2)[CH2:17][CH2:16]1. Given the reactants Br[C:2]1[CH:3]=[N:4][N:5]([CH2:7][C:8]([O:10][C:11]([CH3:14])([CH3:13])[CH3:12])=[O:9])[CH:6]=1.[CH:15]1(B(O)O)[CH2:17][CH2:16]1.P([O-])([O-])([O-])=O.[K+].[K+].[K+].C1(P(C2CCCCC2)C2CCCCC2)CCCCC1, predict the reaction product. (5) Given the reactants Cl.Cl.[NH:3]1[C:11]2[CH2:10][CH2:9][NH:8][CH2:7][C:6]=2[N:5]=[CH:4]1.C([O-])(O)=O.[Na+].[CH2:17]([O:24][C:25](ON1C(=O)CCC1=O)=[O:26])[C:18]1[CH:23]=[CH:22][CH:21]=[CH:20][CH:19]=1, predict the reaction product. The product is: [NH:3]1[C:11]2[CH2:10][CH2:9][N:8]([C:25]([O:24][CH2:17][C:18]3[CH:23]=[CH:22][CH:21]=[CH:20][CH:19]=3)=[O:26])[CH2:7][C:6]=2[N:5]=[CH:4]1. (6) Given the reactants [C:1]([OH:8])(=[O:7])/[CH:2]=[CH:3]/[C:4]([OH:6])=[O:5].[Cl:9][C:10]1[CH:15]=[CH:14][CH:13]=[CH:12][C:11]=1[CH2:16][CH2:17][NH:18][CH2:19][CH2:20][CH2:21][S:22][CH2:23][CH2:24][NH:25][CH2:26][C@@H:27]([C:29]1[C:37]2[S:36][C:35](=[O:38])[NH:34][C:33]=2[C:32]([OH:39])=[CH:31][CH:30]=1)[OH:28], predict the reaction product. The product is: [C:1]([OH:8])(=[O:7])/[CH:2]=[CH:3]/[C:4]([OH:6])=[O:5].[Cl:9][C:10]1[CH:15]=[CH:14][CH:13]=[CH:12][C:11]=1[CH2:16][CH2:17][NH:18][CH2:19][CH2:20][CH2:21][S:22][CH2:23][CH2:24][NH:25][CH2:26][C@@H:27]([C:29]1[C:37]2[S:36][C:35](=[O:38])[NH:34][C:33]=2[C:32]([OH:39])=[CH:31][CH:30]=1)[OH:28]. (7) The product is: [C:24]([O:23][C:21]([N:13]1[CH2:14][CH2:15][N:16]([S:17]([CH3:20])(=[O:19])=[O:18])[CH:11]([CH2:9][OH:8])[CH2:12]1)=[O:22])([CH3:27])([CH3:26])[CH3:25]. Given the reactants [H-].[Al+3].[Li+].[H-].[H-].[H-].C[O:8][C:9]([CH:11]1[N:16]([S:17]([CH3:20])(=[O:19])=[O:18])[CH2:15][CH2:14][N:13]([C:21]([O:23][C:24]([CH3:27])([CH3:26])[CH3:25])=[O:22])[CH2:12]1)=O.[Cl-].[NH4+], predict the reaction product.